Predict the product of the given reaction. From a dataset of Forward reaction prediction with 1.9M reactions from USPTO patents (1976-2016). Given the reactants [Cl:1][C:2]1[CH:3]=[C:4]([CH:20]=[CH:21][C:22]=1[Cl:23])[CH2:5][NH:6][C:7]([C:9]([NH:12][C:13](=[O:19])[O:14][C:15]([CH3:18])([CH3:17])[CH3:16])([CH3:11])[CH3:10])=O.B.O1CCCC1.CO, predict the reaction product. The product is: [C:15]([O:14][C:13](=[O:19])[NH:12][C:9]([CH3:11])([CH3:10])[CH2:7][NH:6][CH2:5][C:4]1[CH:20]=[CH:21][C:22]([Cl:23])=[C:2]([Cl:1])[CH:3]=1)([CH3:18])([CH3:16])[CH3:17].